This data is from Forward reaction prediction with 1.9M reactions from USPTO patents (1976-2016). The task is: Predict the product of the given reaction. (1) The product is: [C:65](=[N:78][C:2]1[CH:18]=[CH:17][C:5]2[N:6]=[C:7]([C:9]3[CH:14]=[CH:13][C:12]([O:15][CH3:16])=[CH:11][CH:10]=3)[S:8][C:4]=2[CH:3]=1)([C:72]1[CH:73]=[CH:74][CH:75]=[CH:76][CH:77]=1)[C:66]1[CH:71]=[CH:70][CH:69]=[CH:68][CH:67]=1. Given the reactants Br[C:2]1[CH:18]=[CH:17][C:5]2[N:6]=[C:7]([C:9]3[CH:14]=[CH:13][C:12]([O:15][CH3:16])=[CH:11][CH:10]=3)[S:8][C:4]=2[CH:3]=1.C1(P(C2C=CC=CC=2)C2C=CC3C(=CC=CC=3)C=2C2C3C(=CC=CC=3)C=CC=2P(C2C=CC=CC=2)C2C=CC=CC=2)C=CC=CC=1.[C:65](=[NH:78])([C:72]1[CH:77]=[CH:76][CH:75]=[CH:74][CH:73]=1)[C:66]1[CH:71]=[CH:70][CH:69]=[CH:68][CH:67]=1.CC(C)([O-])C.[Na+].C([O-])(O)=O.[Na+], predict the reaction product. (2) Given the reactants [CH3:1][S:2][C:3]1[C:11]2[C:6](=[CH:7][N:8]=[CH:9][CH:10]=2)[NH:5][N:4]=1.[OH:12]OS([O-])=O.[K+].[OH2:18], predict the reaction product. The product is: [CH3:1][S:2]([C:3]1[C:11]2[C:6](=[CH:7][N:8]=[CH:9][CH:10]=2)[NH:5][N:4]=1)(=[O:12])=[O:18]. (3) Given the reactants [F:1][C:2]1[CH:7]=[CH:6][CH:5]=[CH:4][C:3]=1[C:8]1[C:14]2[CH:15]=[CH:16][CH:17]=[C:18]([CH3:19])[C:13]=2[N:12]([CH2:20][C:21]([C:23]2[CH:28]=[CH:27][CH:26]=[CH:25][C:24]=2[OH:29])=[O:22])[C:11](=[O:30])[CH:10]([NH:31][C:32]([NH:34][C:35]2[CH:40]=[CH:39][CH:38]=[C:37]([C:41]3[NH:45][N:44]=[N:43][N:42]=3)[CH:36]=2)=[O:33])[N:9]=1.C(N(CC)CC)C.Cl[C:54]([C:67]1[CH:72]=[CH:71][CH:70]=[CH:69][CH:68]=1)([C:61]1[CH:66]=[CH:65][CH:64]=[CH:63][CH:62]=1)[C:55]1[CH:60]=[CH:59][CH:58]=[CH:57][CH:56]=1.C(=O)(O)[O-].[Na+], predict the reaction product. The product is: [F:1][C:2]1[CH:7]=[CH:6][CH:5]=[CH:4][C:3]=1[C:8]1[C:14]2[CH:15]=[CH:16][CH:17]=[C:18]([CH3:19])[C:13]=2[N:12]([CH2:20][C:21]([C:23]2[CH:28]=[CH:27][CH:26]=[CH:25][C:24]=2[OH:29])=[O:22])[C:11](=[O:30])[CH:10]([NH:31][C:32]([NH:34][C:35]2[CH:40]=[CH:39][CH:38]=[C:37]([C:41]3[N:45]([C:54]([C:55]4[CH:60]=[CH:59][CH:58]=[CH:57][CH:56]=4)([C:67]4[CH:68]=[CH:69][CH:70]=[CH:71][CH:72]=4)[C:61]4[CH:62]=[CH:63][CH:64]=[CH:65][CH:66]=4)[N:44]=[N:43][N:42]=3)[CH:36]=2)=[O:33])[N:9]=1. (4) Given the reactants [CH:1]([C:4]1[N:5]=[C:6]([C:9]2[CH:18]=[C:17]([O:19][CH2:20][CH2:21][C@@H:22]3[NH:36][C:35](=[O:37])[N:34]([CH3:38])[CH2:33][CH2:32][CH2:31][CH2:30][CH:29]=[CH:28][C@H:27]4[C@@:25]([C:39]([O:41]CC)=[O:40])([CH2:26]4)[NH:24][C:23]3=[O:44])[C:16]3[C:11](=[C:12]([Br:47])[C:13]([O:45][CH3:46])=[CH:14][CH:15]=3)[N:10]=2)[S:7][CH:8]=1)([CH3:3])[CH3:2].C(C1N=C(C2C=C(OCC[C@@H]3NC(=O)N(C)CCCCC=C[C@H]4[C@@](C(O)=O)(C4)NC3=O)C3C(=C(C)C(OC)=CC=3)N=2)SC=1)(C)C, predict the reaction product. The product is: [CH:1]([C:4]1[N:5]=[C:6]([C:9]2[CH:18]=[C:17]([O:19][CH2:20][CH2:21][C@@H:22]3[NH:36][C:35](=[O:37])[N:34]([CH3:38])[CH2:33][CH2:32][CH2:31][CH2:30][CH:29]=[CH:28][C@H:27]4[C@@:25]([C:39]([OH:41])=[O:40])([CH2:26]4)[NH:24][C:23]3=[O:44])[C:16]3[C:11](=[C:12]([Br:47])[C:13]([O:45][CH3:46])=[CH:14][CH:15]=3)[N:10]=2)[S:7][CH:8]=1)([CH3:3])[CH3:2]. (5) Given the reactants [Cl:1][C:2]1[CH:3]=[CH:4][C:5]([O:19][CH:20]([C:22]2[CH:27]=[CH:26][CH:25]=[CH:24][CH:23]=2)[CH3:21])=[C:6]([CH:18]=1)[O:7][CH:8]1[CH2:11][N:10](C(=O)C(F)(F)F)[CH2:9]1.C([O-])([O-])=O.[K+].[K+].O, predict the reaction product. The product is: [NH3:10].[CH3:6][OH:7].[Cl:1][C:2]1[CH:3]=[CH:4][C:5]([O:19][CH:20]([C:22]2[CH:23]=[CH:24][CH:25]=[CH:26][CH:27]=2)[CH3:21])=[C:6]([CH:18]=1)[O:7][CH:8]1[CH2:11][NH:10][CH2:9]1.